Dataset: NCI-60 drug combinations with 297,098 pairs across 59 cell lines. Task: Regression. Given two drug SMILES strings and cell line genomic features, predict the synergy score measuring deviation from expected non-interaction effect. (1) Drug 1: CC1C(C(CC(O1)OC2CC(CC3=C2C(=C4C(=C3O)C(=O)C5=C(C4=O)C(=CC=C5)OC)O)(C(=O)CO)O)N)O.Cl. Drug 2: C1=CC(=C2C(=C1NCCNCCO)C(=O)C3=C(C=CC(=C3C2=O)O)O)NCCNCCO. Cell line: NCIH23. Synergy scores: CSS=55.3, Synergy_ZIP=-2.70, Synergy_Bliss=-3.12, Synergy_Loewe=-7.29, Synergy_HSA=-0.658. (2) Drug 1: C1=NC2=C(N=C(N=C2N1C3C(C(C(O3)CO)O)O)F)N. Drug 2: C1CC(=O)NC(=O)C1N2C(=O)C3=CC=CC=C3C2=O. Cell line: COLO 205. Synergy scores: CSS=27.8, Synergy_ZIP=-6.18, Synergy_Bliss=-2.73, Synergy_Loewe=-11.8, Synergy_HSA=-2.75. (3) Drug 1: CC1=CC2C(CCC3(C2CCC3(C(=O)C)OC(=O)C)C)C4(C1=CC(=O)CC4)C. Drug 2: CCCCCOC(=O)NC1=NC(=O)N(C=C1F)C2C(C(C(O2)C)O)O. Cell line: NCI/ADR-RES. Synergy scores: CSS=4.74, Synergy_ZIP=-0.444, Synergy_Bliss=2.62, Synergy_Loewe=2.11, Synergy_HSA=2.38. (4) Drug 1: CC1=C2C(C(=O)C3(C(CC4C(C3C(C(C2(C)C)(CC1OC(=O)C(C(C5=CC=CC=C5)NC(=O)C6=CC=CC=C6)O)O)OC(=O)C7=CC=CC=C7)(CO4)OC(=O)C)O)C)OC(=O)C. Drug 2: C1CN1C2=NC(=NC(=N2)N3CC3)N4CC4. Cell line: IGROV1. Synergy scores: CSS=20.5, Synergy_ZIP=-7.66, Synergy_Bliss=-3.19, Synergy_Loewe=0.307, Synergy_HSA=1.20. (5) Drug 1: CC=C1C(=O)NC(C(=O)OC2CC(=O)NC(C(=O)NC(CSSCCC=C2)C(=O)N1)C(C)C)C(C)C. Drug 2: C1CN(P(=O)(OC1)NCCCl)CCCl. Cell line: CCRF-CEM. Synergy scores: CSS=58.8, Synergy_ZIP=-1.77, Synergy_Bliss=-2.38, Synergy_Loewe=-42.5, Synergy_HSA=-0.969.